This data is from Forward reaction prediction with 1.9M reactions from USPTO patents (1976-2016). The task is: Predict the product of the given reaction. Given the reactants Cl[CH2:2][C:3]1[O:4][C:5]([C:8]2[CH:13]=[CH:12][C:11]([I:14])=[CH:10][CH:9]=2)=[N:6][N:7]=1.[I-].[K+].[NH:17]1[CH2:22][CH2:21][O:20][CH2:19][CH2:18]1, predict the reaction product. The product is: [I:14][C:11]1[CH:12]=[CH:13][C:8]([C:5]2[O:4][C:3]([CH2:2][N:17]3[CH2:22][CH2:21][O:20][CH2:19][CH2:18]3)=[N:7][N:6]=2)=[CH:9][CH:10]=1.